This data is from Reaction yield outcomes from USPTO patents with 853,638 reactions. The task is: Predict the reaction yield, written as a fraction of the theoretical maximum amount of product (1.0 means a 100% yield; for example, 0.34 means a 34% yield). (1) The reactants are [CH3:1][O:2][C:3]1[CH:4]=[C:5]2[C:10](=[CH:11][C:12]=1[O:13][CH3:14])[N:9]=[CH:8][CH:7]=[C:6]2[O:15][C:16]1[C:22]([CH3:23])=[CH:21][C:19]([NH2:20])=[C:18]([CH3:24])[CH:17]=1.Cl[C:26](Cl)([O:28][C:29](=[O:35])OC(Cl)(Cl)Cl)Cl.[CH:37]1(CO)[CH2:39][CH2:38]1.C(=O)(O)[O-].[Na+]. The catalyst is C(Cl)Cl.C(N(CC)CC)C.C1(C)C=CC=CC=1. The product is [CH3:1][O:2][C:3]1[CH:4]=[C:5]2[C:10](=[CH:11][C:12]=1[O:13][CH3:14])[N:9]=[CH:8][CH:7]=[C:6]2[O:15][C:16]1[C:22]([CH3:23])=[CH:21][C:19]([NH:20][C:29](=[O:35])[O:28][CH2:26][CH:37]2[CH2:39][CH2:38]2)=[C:18]([CH3:24])[CH:17]=1. The yield is 0.740. (2) The reactants are [Br:1][C:2]1[CH:7]=[CH:6][N:5]=[C:4]([NH2:8])[CH:3]=1.Br[CH2:10][C:11]([C:13]1[CH:18]=[CH:17][C:16]([CH3:19])=[CH:15][CH:14]=1)=O. No catalyst specified. The product is [Br:1][C:2]1[CH:7]=[CH:6][N:5]2[CH:10]=[C:11]([C:13]3[CH:18]=[CH:17][C:16]([CH3:19])=[CH:15][CH:14]=3)[N:8]=[C:4]2[CH:3]=1. The yield is 0.610.